This data is from Catalyst prediction with 721,799 reactions and 888 catalyst types from USPTO. The task is: Predict which catalyst facilitates the given reaction. (1) Reactant: [OH:1][CH2:2][C:3]1[CH:4]=[C:5]([C:11]([O:13][CH3:14])=[O:12])[N:6]=[N:7][C:8]=1[O:9][CH3:10].[CH3:15][C:16]([Si:19](Cl)([CH3:21])[CH3:20])([CH3:18])[CH3:17].N1C=CN=C1. Product: [Si:19]([O:1][CH2:2][C:3]1[CH:4]=[C:5]([C:11]([O:13][CH3:14])=[O:12])[N:6]=[N:7][C:8]=1[O:9][CH3:10])([C:16]([CH3:18])([CH3:17])[CH3:15])([CH3:21])[CH3:20]. The catalyst class is: 1. (2) Reactant: [CH2:1]([C:3]1[C:23]([NH2:24])=[C:6]2[C:7]([O:21][CH3:22])=[CH:8][CH:9]=[C:10]([C:11]3[C:16]([CH3:17])=[CH:15][C:14]([CH3:18])=[CH:13][C:12]=3[O:19][CH3:20])[N:5]2[N:4]=1)[CH3:2].[CH3:25][CH2:26][C:27](=O)[CH2:28][CH3:29].C(O[BH-](OC(=O)C)OC(=O)C)(=O)C.[Na+].[OH-].[Na+]. Product: [CH2:1]([C:3]1[C:23]([NH:24][CH:27]([CH2:28][CH3:29])[CH2:26][CH3:25])=[C:6]2[C:7]([O:21][CH3:22])=[CH:8][CH:9]=[C:10]([C:11]3[C:16]([CH3:17])=[CH:15][C:14]([CH3:18])=[CH:13][C:12]=3[O:19][CH3:20])[N:5]2[N:4]=1)[CH3:2]. The catalyst class is: 15. (3) Reactant: Cl[C:2]1[CH:3]=[C:4]2[C:9](=[C:10]([NH:12][CH:13]([CH3:16])[CH2:14][OH:15])[N:11]=1)[C:8](=[O:17])[NH:7][CH:6]=[CH:5]2.C([O-])([O-])=O.[Na+].[Na+].[CH3:24][C:25]#[N:26]. Product: [NH2:12][C:10]1[N:11]=[CH:2][C:24]([C:2]2[CH:3]=[C:4]3[C:9](=[C:10]([NH:12][CH:13]([CH3:16])[CH2:14][OH:15])[N:11]=2)[C:8](=[O:17])[NH:7][CH:6]=[CH:5]3)=[CH:25][N:26]=1. The catalyst class is: 73. (4) Reactant: [F:1][C:2]1[CH:3]=[CH:4][C:5]([CH:8]=[CH:9][C:10]2[CH:15]=[CH:14][N:13]=[C:12]([O:16][CH3:17])[CH:11]=2)=[N:6][CH:7]=1.[H][H]. Product: [F:1][C:2]1[CH:3]=[CH:4][C:5]([CH2:8][CH2:9][C:10]2[CH:15]=[CH:14][N:13]=[C:12]([O:16][CH3:17])[CH:11]=2)=[N:6][CH:7]=1. The catalyst class is: 19. (5) Reactant: ClC1C=CC2SC=C(CN3C4C(=CC=CC=4)C(CC#N)=C3)C=2C=1.C[Si]([N-][Si](C)(C)C)(C)C.[Na+].IC.[Cl:36][C:37]1[CH:60]=[CH:59][C:40]2[S:41][CH:42]=[C:43]([CH2:44][N:45]3[C:53]4[C:48](=[CH:49][CH:50]=[CH:51][CH:52]=4)[C:47]([C:54]([CH3:58])([CH3:57])[C:55]#[N:56])=[CH:46]3)[C:39]=2[CH:38]=1.[Si]([N:65]=[N+:66]=[N-:67])(C)(C)C.CC1C(C(OC2C=C(CO)C(CO)=C(O)C=2CC=C(C)C)=O)=C(O)C=C(O)C=1. Product: [NH:65]1[C:55]([C:54]([C:47]2[C:48]3[C:53](=[CH:52][CH:51]=[CH:50][CH:49]=3)[N:45]([CH2:44][C:43]3[C:39]4[CH:38]=[C:37]([Cl:36])[CH:60]=[CH:59][C:40]=4[S:41][CH:42]=3)[CH:46]=2)([CH3:58])[CH3:57])=[N:56][N:67]=[N:66]1. The catalyst class is: 49.